Task: Regression. Given a peptide amino acid sequence and an MHC pseudo amino acid sequence, predict their binding affinity value. This is MHC class I binding data.. Dataset: Peptide-MHC class I binding affinity with 185,985 pairs from IEDB/IMGT (1) The peptide sequence is RLYYDSMSY. The MHC is HLA-B27:05 with pseudo-sequence HLA-B27:05. The binding affinity (normalized) is 0.216. (2) The peptide sequence is TFDVAPSRL. The MHC is HLA-B27:05 with pseudo-sequence HLA-B27:05. The binding affinity (normalized) is 0.0847. (3) The binding affinity (normalized) is 0.188. The MHC is HLA-A68:02 with pseudo-sequence HLA-A68:02. The peptide sequence is RTIILVGYM.